This data is from Forward reaction prediction with 1.9M reactions from USPTO patents (1976-2016). The task is: Predict the product of the given reaction. (1) Given the reactants [CH2:1]([OH:23])[C@H:2]1[O:7][C@H:6]([O:8][C@H:9]2[C@H:14]([OH:15])[C@@H:13]([OH:16])[C@H:12]([OH:17])[O:11][C@@H:10]2[CH2:18][OH:19])[C@H:5]([OH:20])[C@@H:4]([OH:21])[C@@H:3]1[OH:22].O.C(O)C.C(=O)=O, predict the reaction product. The product is: [CH2:1]([OH:23])[C@H:2]1[O:7][C@H:6]([O:8][C@H:9]2[C@H:14]([OH:15])[C@@H:13]([OH:16])[C@H:12]([OH:17])[O:11][C@@H:10]2[CH2:18][OH:19])[C@H:5]([OH:20])[C@@H:4]([OH:21])[C@@H:3]1[OH:22]. (2) Given the reactants Br[C:2]1[CH:3]=[N:4][CH:5]=[N:6][CH:7]=1.[CH3:8][Si:9]([C:12]#[CH:13])([CH3:11])[CH3:10], predict the reaction product. The product is: [CH3:8][Si:9]([C:12]#[C:13][C:2]1[CH:3]=[N:4][CH:5]=[N:6][CH:7]=1)([CH3:11])[CH3:10]. (3) Given the reactants [C:1]([O:5][C:6]([NH:8][C@H:9]1[C@@H:13]([CH2:14][F:15])[CH2:12][N:11]([C:16]2[C:24]([F:25])=[CH:23][C:19]([C:20](O)=[O:21])=[C:18]([F:26])[C:17]=2[CH3:27])[CH2:10]1)=[O:7])([CH3:4])([CH3:3])[CH3:2].[C:28]([O:34][CH2:35][CH3:36])(=[O:33])[CH2:29]C([O-])=O.C1(C)C=CC=CC=1.C(O)(=O)CC(CC(O)=O)(C(O)=O)O, predict the reaction product. The product is: [C:1]([O:5][C:6]([NH:8][C@H:9]1[C@@H:13]([CH2:14][F:15])[CH2:12][N:11]([C:16]2[C:24]([F:25])=[CH:23][C:19]([C:20]([CH2:29][C:28]([O:34][CH2:35][CH3:36])=[O:33])=[O:21])=[C:18]([F:26])[C:17]=2[CH3:27])[CH2:10]1)=[O:7])([CH3:2])([CH3:3])[CH3:4].